Dataset: HIV replication inhibition screening data with 41,000+ compounds from the AIDS Antiviral Screen. Task: Binary Classification. Given a drug SMILES string, predict its activity (active/inactive) in a high-throughput screening assay against a specified biological target. (1) The molecule is CCOC1NC(=O)NC(=O)C1(C)Cl. The result is 0 (inactive). (2) The compound is CCOC(=O)c1ccc(NC(=O)Nc2ccc(Cl)cn2)cc1. The result is 0 (inactive). (3) The compound is O=C(Nc1ccc(Cl)cc1)Sc1nnc2c(n1)[nH]c1ccccc12. The result is 1 (active).